This data is from Forward reaction prediction with 1.9M reactions from USPTO patents (1976-2016). The task is: Predict the product of the given reaction. (1) Given the reactants Br[C:2]1[CH:7]=[C:6]([CH3:8])[C:5]([NH:9][C:10](=[O:15])[C:11]([CH3:14])([CH3:13])[CH3:12])=[C:4]([F:16])[CH:3]=1.C([Li])CCC.CN(C)[C:24](=[O:30])[CH2:25][CH2:26][CH2:27][CH2:28][CH3:29], predict the reaction product. The product is: [F:16][C:4]1[CH:3]=[C:2]([C:24](=[O:30])[CH2:25][CH2:26][CH2:27][CH2:28][CH3:29])[CH:7]=[C:6]([CH3:8])[C:5]=1[NH:9][C:10](=[O:15])[C:11]([CH3:14])([CH3:13])[CH3:12]. (2) Given the reactants Br[C:2]1[CH:7]=[CH:6][C:5]([C:8]2[N:9]([CH2:14][C@@H:15]3[CH2:19][CH2:18][N:17]([C:20]([CH:22]4[CH2:24][CH2:23]4)=[O:21])[CH2:16]3)[C:10](=[O:13])[NH:11][N:12]=2)=[CH:4][CH:3]=1.[Cl:25][C:26]1[CH:31]=[C:30]([F:32])[C:29](B(O)O)=[C:28]([F:36])[CH:27]=1.[F-].[Cs+], predict the reaction product. The product is: [Cl:25][C:26]1[CH:31]=[C:30]([F:32])[C:29]([C:2]2[CH:7]=[CH:6][C:5]([C:8]3[N:9]([CH2:14][C@@H:15]4[CH2:19][CH2:18][N:17]([C:20]([CH:22]5[CH2:24][CH2:23]5)=[O:21])[CH2:16]4)[C:10](=[O:13])[NH:11][N:12]=3)=[CH:4][CH:3]=2)=[C:28]([F:36])[CH:27]=1. (3) Given the reactants [C:1]([OH:4])(=O)[CH3:2].C(N(CC)CC)C.ON1C2C=CC=CC=2N=N1.Cl.C(N=C=NCCCN(C)C)C.[NH:34]1[C:42]2[C:37](=[CH:38][C:39]([O:43][C@H:44]3[CH2:49][CH2:48][C@H:47]([NH2:50])[CH2:46][CH2:45]3)=[CH:40][CH:41]=2)[CH:36]=[N:35]1.[OH-].[Li+], predict the reaction product. The product is: [NH:34]1[C:42]2[C:37](=[CH:38][C:39]([O:43][C@H:44]3[CH2:49][CH2:48][C@H:47]([NH:50][C:1](=[O:4])[CH3:2])[CH2:46][CH2:45]3)=[CH:40][CH:41]=2)[CH:36]=[N:35]1. (4) Given the reactants Cl.[NH2:2][C:3]1[C:14]2[C:6](=[N:7][C:8]3[CH2:9][NH:10][CH2:11][C:12]=3[C:13]=2[C:15]2[S:16][CH:17]=[CH:18][CH:19]=2)[S:5][C:4]=1[C:20]([NH2:22])=[O:21].C(N(C(C)C)CC)(C)C.[Cl:32][CH2:33][C:34](Cl)=[O:35], predict the reaction product. The product is: [NH2:2][C:3]1[C:14]2[C:6](=[N:7][C:8]3[CH2:9][N:10]([C:34](=[O:35])[CH2:33][Cl:32])[CH2:11][C:12]=3[C:13]=2[C:15]2[S:16][CH:17]=[CH:18][CH:19]=2)[S:5][C:4]=1[C:20]([NH2:22])=[O:21]. (5) Given the reactants [N:1]([CH2:4][C:5]1[CH:10]=[C:9]([N+:11]([O-:13])=[O:12])[CH:8]=[CH:7][C:6]=1[Br:14])=[N+]=[N-].C1COCC1.C1(P(C2C=CC=CC=2)C2C=CC=CC=2)C=CC=CC=1, predict the reaction product. The product is: [Br:14][C:6]1[CH:7]=[CH:8][C:9]([N+:11]([O-:13])=[O:12])=[CH:10][C:5]=1[CH2:4][NH2:1]. (6) Given the reactants [F:1][C:2]1[CH:3]=[C:4]([CH2:9][C:10]([NH:12][C@H:13]([C:15]([NH:17][CH2:18][C:19]([OH:21])=[O:20])=[O:16])[CH3:14])=[O:11])[CH:5]=[C:6]([F:8])[CH:7]=1.[C:22]1([CH2:28][CH2:29]O)[CH:27]=[CH:26][CH:25]=[CH:24][CH:23]=1, predict the reaction product. The product is: [C:22]1([CH2:28][CH2:29][O:20][C:19](=[O:21])[CH2:18][NH:17][C:15](=[O:16])[C@H:13]([CH3:14])[NH:12][C:10](=[O:11])[CH2:9][C:4]2[CH:3]=[C:2]([F:1])[CH:7]=[C:6]([F:8])[CH:5]=2)[CH:27]=[CH:26][CH:25]=[CH:24][CH:23]=1. (7) Given the reactants [Cl:1][C:2]1[CH:3]=[C:4]([C:18]([OH:20])=O)[C:5]2[C:10]([I:11])=[N:9][N:8]([CH:12]3[CH2:17][CH2:16][CH2:15][CH2:14][O:13]3)[C:6]=2[N:7]=1.[C:21]([N:28]1[CH2:33][CH2:32][NH:31][CH2:30][CH2:29]1)([O:23][C:24]([CH3:27])([CH3:26])[CH3:25])=[O:22].ON1C2C=CC=CC=2N=N1.Cl.CN(C)CCCN=C=NCC, predict the reaction product. The product is: [C:24]([O:23][C:21]([N:28]1[CH2:33][CH2:32][N:31]([C:18]([C:4]2[C:5]3[C:10]([I:11])=[N:9][N:8]([CH:12]4[CH2:17][CH2:16][CH2:15][CH2:14][O:13]4)[C:6]=3[N:7]=[C:2]([Cl:1])[CH:3]=2)=[O:20])[CH2:30][CH2:29]1)=[O:22])([CH3:27])([CH3:25])[CH3:26]. (8) Given the reactants [F:1][C:2]1[CH:7]=[CH:6][C:5](I)=[CH:4][C:3]=1[C@:9]1([CH2:20][F:21])[CH2:14][C@@H:13]([C:15]([F:18])([F:17])[F:16])[O:12][C:11]([NH2:19])=[N:10]1.[CH2:22]([N:24]1[CH:28]=[C:27]([C:29]#[C:30][Si](C)(C)C)[CH:26]=[N:25]1)[CH3:23], predict the reaction product. The product is: [CH2:22]([N:24]1[CH:28]=[C:27]([C:29]#[C:30][C:5]2[CH:6]=[CH:7][C:2]([F:1])=[C:3]([C@:9]3([CH2:20][F:21])[CH2:14][C@@H:13]([C:15]([F:18])([F:17])[F:16])[O:12][C:11]([NH2:19])=[N:10]3)[CH:4]=2)[CH:26]=[N:25]1)[CH3:23].